From a dataset of Forward reaction prediction with 1.9M reactions from USPTO patents (1976-2016). Predict the product of the given reaction. (1) Given the reactants [CH3:1][NH:2][C:3]1[CH:8]=[CH:7][C:6]([CH2:9][C:10]([O:12]C)=[O:11])=[CH:5][CH:4]=1.[OH-].[Li+].Cl, predict the reaction product. The product is: [CH3:1][NH:2][C:3]1[CH:4]=[CH:5][C:6]([CH2:9][C:10]([OH:12])=[O:11])=[CH:7][CH:8]=1. (2) Given the reactants [C:1]([N:4]1[C:13]2[C:8](=[CH:9][C:10]([C:14]3[CH:22]=[CH:21][C:17]([C:18]([OH:20])=[O:19])=[CH:16][CH:15]=3)=[CH:11][CH:12]=2)[C@H:7]([NH:23][C:24]2[CH:29]=[CH:28][C:27]([Cl:30])=[CH:26][CH:25]=2)[CH2:6][C@@H:5]1[CH3:31])(=[O:3])[CH3:2].[C:32]([O-])([O-:34])=[O:33].[K+].[K+].Br[CH2:39][CH2:40][CH2:41][N+:42]([CH3:45])([CH3:44])[CH3:43].[Br-], predict the reaction product. The product is: [C:1]([N:4]1[C:13]2[C:8](=[CH:9][C:10]([C:14]3[CH:22]=[CH:21][C:17]([C:18]([O:20][CH2:39][CH2:40][CH2:41][N+:42]([CH3:45])([CH3:44])[CH3:43])=[O:19])=[CH:16][CH:15]=3)=[CH:11][CH:12]=2)[C@H:7]([NH:23][C:24]2[CH:25]=[CH:26][C:27]([Cl:30])=[CH:28][CH:29]=2)[CH2:6][C@@H:5]1[CH3:31])(=[O:3])[CH3:2].[CH:32]([O-:34])=[O:33]. (3) Given the reactants [F:1][C:2]([F:15])([F:14])[C:3]1[CH:8]=[CH:7][C:6]([C:9]([F:12])([F:11])[F:10])=[CH:5][C:4]=1Br.[OH:16][CH:17]1[CH2:21][CH2:20][NH:19][CH2:18]1.C1(P(C2C=CC=CC=2)C2C=CC3C(=CC=CC=3)C=2C2C3C(=CC=CC=3)C=CC=2P(C2C=CC=CC=2)C2C=CC=CC=2)C=CC=CC=1.C(=O)([O-])[O-].[Cs+].[Cs+], predict the reaction product. The product is: [F:1][C:2]([F:15])([F:14])[C:3]1[CH:8]=[CH:7][C:6]([C:9]([F:12])([F:11])[F:10])=[CH:5][C:4]=1[N:19]1[CH2:20][CH2:21][CH:17]([OH:16])[CH2:18]1. (4) Given the reactants [CH3:1][CH:2]([CH3:5])[CH2:3][SH:4].[CH3:6][C@H:7]1[C:25](=[O:26])[O:24][C@H:9]2[CH2:10][C@:11]3([CH3:23])[O:13][C@H:12]3[C@@H:14]3[O:16][C@@H:15]3[C:17]3[C:21](=[O:22])[O:20][C@@H:19]([C@H:8]12)[CH:18]=3.CN(C1C=CC=CN=1)C, predict the reaction product. The product is: [OH:16][CH:14]1[CH:15]([S:4][CH2:3][CH:2]([CH3:5])[CH3:1])[C:17]2=[CH:18][CH:19]([O:20][C:21]2=[O:22])[CH:8]2[CH:9]([O:24][C:25](=[O:26])[CH:7]2[CH3:6])[CH2:10][C:11]2([CH3:23])[CH:12]1[O:13]2. (5) Given the reactants [C:1]([C:3]1[CH:8]=[CH:7][C:6]([C:9]([CH:15]2[CH2:19][CH2:18][CH2:17][CH2:16]2)([CH3:14])[C:10]([O:12][CH3:13])=[O:11])=[CH:5][CH:4]=1)#[N:2].OC1[CH2:26][CH2:25][N:24]([CH3:27])[CH2:23][CH2:22]1, predict the reaction product. The product is: [C:1]([C:3]1[CH:8]=[CH:7][C:6]([C:9]([CH:15]2[CH2:16][CH2:17][CH2:18][CH2:19]2)([CH3:14])[C:10]([O:12][CH:13]2[CH2:26][CH2:25][N:24]([CH3:27])[CH2:23][CH2:22]2)=[O:11])=[CH:5][CH:4]=1)#[N:2]. (6) Given the reactants [Cl:1][C:2]1[CH:10]=[CH:9][C:5]([C:6]([OH:8])=[O:7])=[C:4]([C:11](=O)[C:12]2[CH:17]=[CH:16][CH:15]=[CH:14][CH:13]=2)[CH:3]=1.[C:19](=[O:22])([O-])[O-:20].[K+].[K+].[CH3:25]C(C)=O, predict the reaction product. The product is: [Cl:1][C:2]1[CH:3]=[C:4]2[C:5](=[CH:9][CH:10]=1)[C:6](=[O:7])[O:8][C:25]([C:19]([OH:20])=[O:22])=[C:11]2[C:12]1[CH:17]=[CH:16][CH:15]=[CH:14][CH:13]=1. (7) Given the reactants Br[C:2]1[C:26]([C:27]([F:30])([F:29])[F:28])=[CH:25][C:5]2[NH:6][C:7]([N:9]3[CH2:14][CH2:13][N:12]([C:15]4[C:20]([C:21]([F:24])([F:23])[F:22])=[CH:19][CH:18]=[CH:17][N:16]=4)[CH2:11][CH2:10]3)=[N:8][C:4]=2[CH:3]=1.[F:31][C:32]1[CH:33]=[C:34](B(O)O)[CH:35]=[CH:36][C:37]=1[F:38], predict the reaction product. The product is: [F:31][C:32]1[CH:33]=[C:34]([C:2]2[C:26]([C:27]([F:28])([F:29])[F:30])=[CH:25][C:5]3[NH:6][C:7]([N:9]4[CH2:10][CH2:11][N:12]([C:15]5[C:20]([C:21]([F:22])([F:23])[F:24])=[CH:19][CH:18]=[CH:17][N:16]=5)[CH2:13][CH2:14]4)=[N:8][C:4]=3[CH:3]=2)[CH:35]=[CH:36][C:37]=1[F:38]. (8) Given the reactants [CH3:1][C:2]1[NH:3][C:4]2[C:9]([CH:10]=1)=[CH:8][C:7]([CH3:11])=[CH:6][CH:5]=2.[Cl:12][C:13]1[C:22]2[C:17](=[CH:18][C:19]([C:23]([F:26])([F:25])[F:24])=[CH:20][CH:21]=2)[N:16]=[CH:15][CH:14]=1, predict the reaction product. The product is: [ClH:12].[CH3:1][C:2]1[NH:3][C:4]2[C:9]([C:10]=1[C:13]1[C:22]3[C:17](=[CH:18][C:19]([C:23]([F:26])([F:24])[F:25])=[CH:20][CH:21]=3)[N:16]=[CH:15][CH:14]=1)=[CH:8][C:7]([CH3:11])=[CH:6][CH:5]=2. (9) Given the reactants Cl[C:2]1[N:7]2[N:8]=[C:9]([NH:11][C:12](=[O:19])[C:13]3[CH:18]=[CH:17][CH:16]=[N:15][CH:14]=3)[N:10]=[C:6]2[CH:5]=[C:4]([C:20]([F:23])([F:22])[F:21])[CH:3]=1.[NH2:24][CH2:25][CH:26]1[CH2:28][CH2:27]1, predict the reaction product. The product is: [CH:26]1([CH2:25][NH:24][C:2]2[N:7]3[N:8]=[C:9]([NH:11][C:12](=[O:19])[C:13]4[CH:18]=[CH:17][CH:16]=[N:15][CH:14]=4)[N:10]=[C:6]3[CH:5]=[C:4]([C:20]([F:23])([F:22])[F:21])[CH:3]=2)[CH2:28][CH2:27]1. (10) Given the reactants [C:1]([NH:18][CH2:19][C:20]([NH:22][CH2:23][C:24](O)=[O:25])=[O:21])([O:3][CH2:4][CH:5]1[C:17]2[C:12](=[CH:13][CH:14]=[CH:15][CH:16]=2)[C:11]2[C:6]1=[CH:7][CH:8]=[CH:9][CH:10]=2)=[O:2].C1(N=C=NC2CCCCC2)CCCCC1.O.ON1C2C=CC=CC=2N=N1.[CH3:53][O:54][C:55]1[CH:81]=[CH:80][C:58]([C:59]([O:74][CH2:75][CH2:76][CH2:77][CH2:78][NH2:79])([C:68]2[CH:73]=[CH:72][CH:71]=[CH:70][CH:69]=2)[C:60]2[CH:65]=[CH:64][C:63](OC)=[CH:62][CH:61]=2)=[CH:57][CH:56]=1.CN(C)[CH:84]=[O:85], predict the reaction product. The product is: [CH3:84][O:85][CH:75]([O:74][C:59]([C:60]1[CH:61]=[CH:62][CH:63]=[CH:64][CH:65]=1)([C:58]1[CH:80]=[CH:81][C:55]([O:54][CH3:53])=[CH:56][CH:57]=1)[C:68]1[CH:73]=[CH:72][CH:71]=[CH:70][CH:69]=1)[CH2:76][CH2:77][CH2:78][NH:79][C:24](=[O:25])[CH2:23][NH:22][C:20](=[O:21])[CH2:19][NH:18][C:1]([O:3][CH2:4][CH:5]1[C:6]2[C:11](=[CH:10][CH:9]=[CH:8][CH:7]=2)[C:12]2[C:17]1=[CH:16][CH:15]=[CH:14][CH:13]=2)=[O:2].